Dataset: Catalyst prediction with 721,799 reactions and 888 catalyst types from USPTO. Task: Predict which catalyst facilitates the given reaction. (1) Reactant: [I:1][C:2]1[C:10]2[C:5](=[CH:6][CH:7]=[CH:8][CH:9]=2)[NH:4][N:3]=1.[H-].[Na+].Cl.Cl[CH2:15][CH2:16][N:17]1[CH2:22][CH2:21][CH2:20][CH2:19][CH2:18]1.O. Product: [I:1][C:2]1[C:10]2[C:5](=[CH:6][CH:7]=[CH:8][CH:9]=2)[N:4]([CH2:15][CH2:16][N:17]2[CH2:22][CH2:21][CH2:20][CH2:19][CH2:18]2)[N:3]=1. The catalyst class is: 3. (2) Reactant: Cl[C:2]1[N:7]=[C:6]([NH:8][C@H:9]([C:11]2[N:15]([C:16]3[CH:21]=[CH:20][CH:19]=[CH:18][CH:17]=3)[C:14]3[CH:22]=[C:23]([F:26])[CH:24]=[CH:25][C:13]=3[N:12]=2)[CH3:10])[N:5]=[C:4]([NH2:27])[N:3]=1. Product: [F:26][C:23]1[CH:24]=[CH:25][C:13]2[N:12]=[C:11]([C@@H:9]([NH:8][C:6]3[N:5]=[C:4]([NH2:27])[N:3]=[CH:2][N:7]=3)[CH3:10])[N:15]([C:16]3[CH:17]=[CH:18][CH:19]=[CH:20][CH:21]=3)[C:14]=2[CH:22]=1. The catalyst class is: 99. (3) Reactant: [CH3:1][O:2][C:3]1[CH:12]=[C:11]2[C:6]([C:7](=O)[CH:8]=[CH:9][NH:10]2)=[CH:5][C:4]=1[O:14]C(=O)C.O=P(Cl)(Cl)[Cl:20]. Product: [Cl:20][C:7]1[C:6]2[C:11](=[CH:12][C:3]([O:2][CH3:1])=[C:4]([OH:14])[CH:5]=2)[N:10]=[CH:9][CH:8]=1. The catalyst class is: 22. (4) Reactant: [CH2:1]([OH:24])[C@H:2]1[O:7][C@@H:6]([O:8][C@@H:9]([C@H:14]([OH:20])[C@@H:15]([OH:19])[C:16]([OH:18])=[O:17])[C@H:10]([OH:13])[CH2:11][OH:12])[C@H:5]([OH:21])[C@@H:4]([OH:22])[C@@H:3]1[OH:23]. The catalyst class is: 6. Product: [CH2:1]([OH:24])[C@H:2]1[O:7][C@@H:6]([O:8][C@@H:9]([C@H:14]([OH:20])[C@@H:15]([OH:19])[C:16]([OH:18])=[O:17])[C@H:10]([OH:13])[CH2:11][OH:12])[C@H:5]([OH:21])[C@@H:4]([OH:22])[C@H:3]1[OH:23].[CH2:1]([OH:24])[C@H:2]1[O:7][C@@H:6]([O:8][C@@H:9]([C@H:14]([OH:20])[C@@H:15]([OH:19])[C:16]([OH:18])=[O:17])[C@H:10]([OH:13])[CH2:11][OH:12])[C@H:5]([OH:21])[C@@H:4]([OH:22])[C@@H:3]1[OH:23].